This data is from Reaction yield outcomes from USPTO patents with 853,638 reactions. The task is: Predict the reaction yield, written as a fraction of the theoretical maximum amount of product (1.0 means a 100% yield; for example, 0.34 means a 34% yield). (1) The reactants are [Si:1]([O:8][CH:9]1[CH2:12][N:11](C(OC(C)(C)C)=O)[CH2:10]1)([C:4]([CH3:7])([CH3:6])[CH3:5])([CH3:3])[CH3:2].C(O)(C(F)(F)F)=O. The catalyst is C(Cl)Cl. The product is [Si:1]([O:8][CH:9]1[CH2:12][NH:11][CH2:10]1)([C:4]([CH3:7])([CH3:6])[CH3:5])([CH3:3])[CH3:2]. The yield is 0.690. (2) The catalyst is C(O)C.[Pd]. The reactants are [CH3:1][C:2]1[C:10]([N+:11]([O-])=O)=[CH:9][CH:8]=[C:7]2[C:3]=1[CH:4]=[N:5][N:6]2[CH:14]1[CH2:19][CH2:18][CH2:17][CH2:16][O:15]1.C([O-])=O.[NH4+]. The product is [CH3:1][C:2]1[C:10]([NH2:11])=[CH:9][CH:8]=[C:7]2[C:3]=1[CH:4]=[N:5][N:6]2[CH:14]1[CH2:19][CH2:18][CH2:17][CH2:16][O:15]1. The yield is 1.00. (3) The reactants are [C:1]1([C@H:11]([NH:13][C@H:14]2[CH2:18][CH2:17][C@@H:16]([C:19]3[CH:24]=[CH:23][C:22]([N+:25]([O-])=O)=[CH:21][CH:20]=3)[CH2:15]2)[CH3:12])[C:10]2[C:5](=[CH:6][CH:7]=[CH:8][CH:9]=2)[CH:4]=[CH:3][CH:2]=1.[H][H]. The catalyst is C(OCC)(=O)C.[C].[Pd]. The product is [C:1]1([C@H:11]([NH:13][C@H:14]2[CH2:18][CH2:17][C@@H:16]([C:19]3[CH:20]=[CH:21][C:22]([NH2:25])=[CH:23][CH:24]=3)[CH2:15]2)[CH3:12])[C:10]2[C:5](=[CH:6][CH:7]=[CH:8][CH:9]=2)[CH:4]=[CH:3][CH:2]=1. The yield is 0.970. (4) The reactants are [S:1]1[CH:5]=[CH:4][CH:3]=[C:2]1[C:6](Cl)=[O:7].[Cl:9][C:10]1[CH:11]=[C:12]2[C:17](=[CH:18][CH:19]=1)[N:16]([CH3:20])[C:15](=[O:21])[C:14]([C:22]#[N:23])=[C:13]2[N:24]1[CH2:29][CH2:28][NH:27][CH2:26][CH2:25]1. The catalyst is N1C=CC=CC=1. The product is [Cl:9][C:10]1[CH:11]=[C:12]2[C:17](=[CH:18][CH:19]=1)[N:16]([CH3:20])[C:15](=[O:21])[C:14]([C:22]#[N:23])=[C:13]2[N:24]1[CH2:25][CH2:26][N:27]([C:6]([C:2]2[S:1][CH:5]=[CH:4][CH:3]=2)=[O:7])[CH2:28][CH2:29]1. The yield is 0.830. (5) The reactants are [F:1][C:2]([F:30])([F:29])[C:3]1[CH:4]=[C:5]([CH:22]=[C:23]([C:25]([F:28])([F:27])[F:26])[CH:24]=1)[CH2:6][O:7][C:8]([N:10]1[CH2:15][CH2:14][N:13]2[N:16]=[C:17]([C:19](O)=O)[CH:18]=[C:12]2[CH2:11]1)=[O:9].[Si](C=[N+]=[N-])(C)(C)[CH3:32].[ClH:38].[OH-:39].[Na+]. The catalyst is S(Cl)(Cl)=O. The product is [Cl:38][CH2:32][C:19]([C:17]1[CH:18]=[C:12]2[CH2:11][N:10]([C:8]([O:7][CH2:6][C:5]3[CH:4]=[C:3]([C:2]([F:30])([F:29])[F:1])[CH:24]=[C:23]([C:25]([F:28])([F:27])[F:26])[CH:22]=3)=[O:9])[CH2:15][CH2:14][N:13]2[N:16]=1)=[O:39]. The yield is 0.690. (6) The reactants are [OH:1][CH2:2][CH2:3][C:4]1[CH:5]=[C:6]([N:10]2[CH2:14][CH2:13][O:12][C:11]2=[O:15])[CH:7]=[CH:8][CH:9]=1.[CH3:16][S:17](Cl)(=[O:19])=[O:18]. No catalyst specified. The product is [CH3:16][S:17]([O:1][CH2:2][CH2:3][C:4]1[CH:9]=[CH:8][CH:7]=[C:6]([N:10]2[CH2:14][CH2:13][O:12][C:11]2=[O:15])[CH:5]=1)(=[O:19])=[O:18]. The yield is 0.930. (7) The reactants are Br[C:2]1[C:10]2[C:6](=[N:7][N:8]([C:11]3[CH:16]=[CH:15][N:14]=[CH:13][CH:12]=3)[N:9]=2)[C:5](Br)=[CH:4][CH:3]=1.[C:18]1(B(O)O)[C:31]2[C:32]3=[C:33]4[C:28](=[CH:29][CH:30]=2)[CH:27]=[CH:26][CH:25]=[C:24]4[CH:23]=[CH:22][C:21]3=[CH:20][CH:19]=1.CO[C:39]1[CH:44]=[CH:43][C:42](B(O)O)=[CH:41][CH:40]=1.C(=O)([O-])[O-].[Na+].[Na+]. The catalyst is O.C1C=CC([P]([Pd]([P](C2C=CC=CC=2)(C2C=CC=CC=2)C2C=CC=CC=2)([P](C2C=CC=CC=2)(C2C=CC=CC=2)C2C=CC=CC=2)[P](C2C=CC=CC=2)(C2C=CC=CC=2)C2C=CC=CC=2)(C2C=CC=CC=2)C2C=CC=CC=2)=CC=1.C1(C)C=CC=CC=1.C(O)CCC. The product is [C:18]1([C:2]2[C:10]3[C:6](=[N:7][N:8]([C:11]4[CH:16]=[CH:15][N:14]=[CH:13][CH:12]=4)[N:9]=3)[C:5]([C:39]3[C:44]4[C:43]5=[C:32]6[C:31](=[CH:30][CH:29]=4)[CH:18]=[CH:19][CH:20]=[C:21]6[CH:22]=[CH:23][C:42]5=[CH:41][CH:40]=3)=[CH:4][CH:3]=2)[C:31]2[C:32]3=[C:33]4[C:28](=[CH:29][CH:30]=2)[CH:27]=[CH:26][CH:25]=[C:24]4[CH:23]=[CH:22][C:21]3=[CH:20][CH:19]=1. The yield is 0.250.